This data is from Catalyst prediction with 721,799 reactions and 888 catalyst types from USPTO. The task is: Predict which catalyst facilitates the given reaction. Reactant: [NH2:1][C:2]1[CH:7]=[CH:6][C:5]([NH:8][C:9]([CH:11]2[NH:15][CH:14]([CH2:16][C:17]([CH3:20])([CH3:19])[CH3:18])[C:13]3([C:28]4[C:23](=[CH:24][C:25]([Cl:29])=[CH:26][CH:27]=4)[NH:22][C:21]3=[O:30])[CH:12]2[C:31]2[CH:36]=[CH:35][CH:34]=[C:33]([Cl:37])[C:32]=2[F:38])=[O:10])=[C:4]([O:39][CH3:40])[CH:3]=1.C(N(CC)CC)C.[C:48](Cl)(=[O:50])[CH3:49]. Product: [C:48]([NH:1][C:2]1[CH:7]=[CH:6][C:5]([NH:8][C:9]([CH:11]2[NH:15][CH:14]([CH2:16][C:17]([CH3:20])([CH3:19])[CH3:18])[C:13]3([C:28]4[C:23](=[CH:24][C:25]([Cl:29])=[CH:26][CH:27]=4)[NH:22][C:21]3=[O:30])[CH:12]2[C:31]2[CH:36]=[CH:35][CH:34]=[C:33]([Cl:37])[C:32]=2[F:38])=[O:10])=[C:4]([O:39][CH3:40])[CH:3]=1)(=[O:50])[CH3:49]. The catalyst class is: 1.